From a dataset of Reaction yield outcomes from USPTO patents with 853,638 reactions. Predict the reaction yield, written as a fraction of the theoretical maximum amount of product (1.0 means a 100% yield; for example, 0.34 means a 34% yield). (1) The reactants are C(OC([N:8]1[CH2:12][CH:11]([O:13][C:14]2[CH:19]=[C:18]([N+:20]([O-:22])=[O:21])[CH:17]=[C:16]([F:23])[CH:15]=2)[CH2:10][CH:9]1[CH2:24][OH:25])=O)(C)(C)C.C(O)(C(F)(F)F)=O. The catalyst is ClCCl. The product is [F:23][C:16]1[CH:15]=[C:14]([CH:19]=[C:18]([N+:20]([O-:22])=[O:21])[CH:17]=1)[O:13][CH:11]1[CH2:12][NH:8][CH:9]([CH2:24][OH:25])[CH2:10]1. The yield is 0.900. (2) The reactants are N1C(C)=CC=CC=1C.[CH2:9]([O:16][C:17]1[CH:18]=[CH:19][C:20]([C@@H:28]([OH:31])[CH2:29][Br:30])=[C:21]2[C:26]=1[NH:25][C:24](=[O:27])[CH:23]=[CH:22]2)[C:10]1[CH:15]=[CH:14][CH:13]=[CH:12][CH:11]=1.FC(F)(F)S(O[Si:38]([C:41]([CH3:44])([CH3:43])[CH3:42])([CH3:40])[CH3:39])(=O)=O. The catalyst is C(Cl)Cl. The product is [CH2:9]([O:16][C:17]1[CH:18]=[CH:19][C:20]([C@@H:28]([O:31][Si:38]([C:41]([CH3:44])([CH3:43])[CH3:42])([CH3:40])[CH3:39])[CH2:29][Br:30])=[C:21]2[C:26]=1[NH:25][C:24](=[O:27])[CH:23]=[CH:22]2)[C:10]1[CH:11]=[CH:12][CH:13]=[CH:14][CH:15]=1. The yield is 0.850. (3) The reactants are [Cl-].O[NH3+:3].[C:4](=[O:7])([O-])[OH:5].[Na+].CS(C)=O.[CH2:13]([C:17]1[N:18]=[C:19]([CH3:50])[N:20]([CH2:39][C:40]2[N:44]([CH3:45])[C:43]3[CH:46]=[CH:47][CH:48]=[CH:49][C:42]=3[N:41]=2)[C:21](=[O:38])[C:22]=1[CH2:23][C:24]1[CH:29]=[CH:28][C:27]([C:30]2[C:31]([C:36]#[N:37])=[CH:32][CH:33]=[CH:34][CH:35]=2)=[CH:26][CH:25]=1)[CH2:14][CH2:15][CH3:16]. The catalyst is C(OCC)(=O)C. The product is [CH2:13]([C:17]1[N:18]=[C:19]([CH3:50])[N:20]([CH2:39][C:40]2[N:44]([CH3:45])[C:43]3[CH:46]=[CH:47][CH:48]=[CH:49][C:42]=3[N:41]=2)[C:21](=[O:38])[C:22]=1[CH2:23][C:24]1[CH:29]=[CH:28][C:27]([C:30]2[CH:35]=[CH:34][CH:33]=[CH:32][C:31]=2[C:36]2[NH:3][C:4](=[O:7])[O:5][N:37]=2)=[CH:26][CH:25]=1)[CH2:14][CH2:15][CH3:16]. The yield is 0.650.